Dataset: Full USPTO retrosynthesis dataset with 1.9M reactions from patents (1976-2016). Task: Predict the reactants needed to synthesize the given product. (1) Given the product [O:21]([CH2:20][C:19]([N:14]1[CH2:15][CH2:16][CH2:17][CH2:18][CH:13]1[C:10]1[O:40][N:12]=[C:8]([C:4]2[CH:3]=[C:2]([NH:1][C:29](=[O:35])[CH2:30][CH2:31][C:32]([OH:34])=[O:33])[CH:7]=[CH:6][CH:5]=2)[N:9]=1)=[O:28])[C:22]1[CH:27]=[CH:26][CH:25]=[CH:24][CH:23]=1, predict the reactants needed to synthesize it. The reactants are: [NH2:1][C:2]1[CH:3]=[C:4]([C:8]2[N:9]=[C:10]([CH:13]3[CH2:18][CH2:17][CH2:16][CH2:15][N:14]3[C:19](=[O:28])[CH2:20][O:21][C:22]3[CH:27]=[CH:26][CH:25]=[CH:24][CH:23]=3)N[N:12]=2)[CH:5]=[CH:6][CH:7]=1.[C:29]1(=[O:35])[O:34][C:32](=[O:33])[CH2:31][CH2:30]1.CN(C=[O:40])C. (2) Given the product [OH:2][C:3]1[CH:4]=[CH:5][C:6]([C:9]2[CH:14]=[CH:13][N+:12]([O-:15])=[C:11]([CH3:16])[CH:10]=2)=[CH:7][CH:8]=1, predict the reactants needed to synthesize it. The reactants are: C[O:2][C:3]1[CH:8]=[CH:7][C:6]([C:9]2[CH:14]=[CH:13][N+:12]([O-:15])=[C:11]([CH3:16])[CH:10]=2)=[CH:5][CH:4]=1.Br.C(N(CC)CC)C.ClC1C=CC=C(C(OO)=O)C=1. (3) Given the product [NH2:1][C:2]1[C:10]2[C:9]([C:11]3[CH:16]=[CH:15][C:14]([Cl:17])=[C:13]([Cl:18])[CH:12]=3)=[N:8][C:7]([NH:29][CH2:28][CH2:27][O:26][CH3:25])=[N:6][C:5]=2[S:4][C:3]=1[C:22]([NH2:24])=[O:23], predict the reactants needed to synthesize it. The reactants are: [NH2:1][C:2]1[C:10]2[C:9]([C:11]3[CH:16]=[CH:15][C:14]([Cl:17])=[C:13]([Cl:18])[CH:12]=3)=[N:8][C:7](S(C)=O)=[N:6][C:5]=2[S:4][C:3]=1[C:22]([NH2:24])=[O:23].[CH3:25][O:26][CH2:27][CH2:28][NH2:29]. (4) Given the product [F:21][C:2]([F:1])([C:14]1[CH:19]=[CH:18][C:17]([F:20])=[CH:16][CH:15]=1)[CH2:3][CH2:4][S:5][C:6]1[N:7]=[CH:8][S:9][C:10]=1[C:11]([NH:57][CH2:56][C:55]1[CH:58]=[CH:59][C:52]([F:51])=[CH:53][CH:54]=1)=[O:13], predict the reactants needed to synthesize it. The reactants are: [F:1][C:2]([F:21])([C:14]1[CH:19]=[CH:18][C:17]([F:20])=[CH:16][CH:15]=1)[CH2:3][CH2:4][S:5][C:6]1[N:7]=[CH:8][S:9][C:10]=1[C:11]([OH:13])=O.[B-](F)(F)(F)F.CN(C(ON1N=NC2C1=CC=CC=2)=[N+](C)C)C.CN1CCOCC1.[F:51][C:52]1[CH:59]=[CH:58][C:55]([CH2:56][NH2:57])=[CH:54][CH:53]=1. (5) Given the product [F:6][C:7]1[CH:14]=[CH:13][C:10]([CH:11]=[CH2:1])=[CH:9][C:8]=1[O:15][CH3:16], predict the reactants needed to synthesize it. The reactants are: [CH2:1]([Li])CCC.[F:6][C:7]1[CH:14]=[CH:13][C:10]([CH:11]=O)=[CH:9][C:8]=1[O:15][CH3:16]. (6) The reactants are: [O:1]1[CH:5]=[CH:4][CH:3]=[C:2]1[C:6]1[O:7][C:8]([CH3:40])=[C:9]([CH2:11][O:12][C:13]2[CH:37]=[CH:36][C:16]([CH2:17][O:18][C:19]3[C:24]([C:25]([O:27]CC)=[O:26])=[CH:23][N:22]=[C:21]([C:30]4[CH:35]=[CH:34][CH:33]=[CH:32][CH:31]=4)[N:20]=3)=[CH:15][C:14]=2[O:38][CH3:39])[N:10]=1.O1CCCC1.[OH-].[Na+].Cl. Given the product [O:1]1[CH:5]=[CH:4][CH:3]=[C:2]1[C:6]1[O:7][C:8]([CH3:40])=[C:9]([CH2:11][O:12][C:13]2[CH:37]=[CH:36][C:16]([CH2:17][O:18][C:19]3[C:24]([C:25]([OH:27])=[O:26])=[CH:23][N:22]=[C:21]([C:30]4[CH:31]=[CH:32][CH:33]=[CH:34][CH:35]=4)[N:20]=3)=[CH:15][C:14]=2[O:38][CH3:39])[N:10]=1, predict the reactants needed to synthesize it. (7) Given the product [C:1]([OH:8])(=[O:7])/[CH:2]=[CH:3]/[C:4]([OH:6])=[O:5].[CH3:9][N:10]([CH2:17][CH2:18][O:19][C:20]1[CH:33]=[CH:32][C:23]([CH2:24][CH:25]2[S:29][C:28](=[O:30])[NH:27][C:26]2=[O:31])=[CH:22][CH:21]=1)[C:11]1[CH:16]=[CH:15][CH:14]=[CH:13][N:12]=1, predict the reactants needed to synthesize it. The reactants are: [C:1]([OH:8])(=[O:7])/[CH:2]=[CH:3]/[C:4]([OH:6])=[O:5].[CH3:9][N:10]([CH2:17][CH2:18][O:19][C:20]1[CH:33]=[CH:32][C:23]([CH2:24][CH:25]2[S:29][C:28](=[O:30])[NH:27][C:26]2=[O:31])=[CH:22][CH:21]=1)[C:11]1[CH:16]=[CH:15][CH:14]=[CH:13][N:12]=1. (8) Given the product [Cl:1][C:2]1[C:10]2[S:9][C:8]([S:11][CH3:12])=[N:7][C:6]=2[CH:5]=[CH:4][C:3]=1[O:13][C:15]1[CH:20]=[CH:19][N:18]=[C:17]([C:21]([NH:23][CH3:24])=[O:22])[CH:16]=1, predict the reactants needed to synthesize it. The reactants are: [Cl:1][C:2]1[C:10]2[S:9][C:8]([S:11][CH3:12])=[N:7][C:6]=2[CH:5]=[CH:4][C:3]=1[OH:13].Cl[C:15]1[CH:20]=[CH:19][N:18]=[C:17]([C:21]([NH:23][CH3:24])=[O:22])[CH:16]=1.C(=O)([O-])[O-].[Cs+].[Cs+].